Dataset: Forward reaction prediction with 1.9M reactions from USPTO patents (1976-2016). Task: Predict the product of the given reaction. (1) Given the reactants [CH3:1][C:2]1[CH:22]=[CH:21][C:5]2[N:6](S(C3C=CC(C)=CC=3)(=O)=O)[S:7](=[O:10])(=[O:9])[O:8][C:4]=2[CH:3]=1.[N-]=[N+]=[N-].[Na+], predict the reaction product. The product is: [CH3:1][C:2]1[CH:22]=[CH:21][C:5]2[NH:6][S:7](=[O:10])(=[O:9])[O:8][C:4]=2[CH:3]=1. (2) The product is: [F:8][C:6]1[CH:5]=[CH:4][N:3]=[C:2]([O:9][CH2:10][C:11]2[CH:18]=[CH:17][C:14]([C:15]#[N:16])=[CH:13][CH:12]=2)[CH:7]=1. Given the reactants Cl[C:2]1[CH:7]=[C:6]([F:8])[CH:5]=[CH:4][N:3]=1.[OH:9][CH2:10][C:11]1[CH:18]=[CH:17][C:14]([C:15]#[N:16])=[CH:13][CH:12]=1.[H-].[Na+], predict the reaction product.